Dataset: Forward reaction prediction with 1.9M reactions from USPTO patents (1976-2016). Task: Predict the product of the given reaction. (1) Given the reactants [F:1][C:2]1[C:3]([NH:28][C@@H:29]([C:35]([CH3:38])([CH3:37])[CH3:36])[CH2:30][S:31]([OH:34])(=[O:33])=[O:32])=C[C:5]([C:8]2[C:16]3[C:11](=[N:12][CH:13]=[C:14]([F:17])[CH:15]=3)[N:10](S(C3C=CC(C)=CC=3)(=O)=O)[CH:9]=2)=[N:6][CH:7]=1.C(O)(C(F)(F)F)=O.C(#[N:48])C.O, predict the reaction product. The product is: [F:1][C:2]1[C:3]([NH:28][C@@H:29]([C:35]([CH3:38])([CH3:37])[CH3:36])[CH2:30][S:31]([OH:34])(=[O:33])=[O:32])=[N:48][C:5]([C:8]2[C:16]3[C:11](=[N:12][CH:13]=[C:14]([F:17])[CH:15]=3)[NH:10][CH:9]=2)=[N:6][CH:7]=1. (2) Given the reactants CN(C)C=O.[I:6]N1C(=O)CCC1=O.[NH2:14][C:15]1[CH:20]=[C:19]([Cl:21])[CH:18]=[CH:17][N:16]=1.S([O-])([O-])(=O)=S.[Na+].[Na+], predict the reaction product. The product is: [NH2:14][C:15]1[CH:20]=[C:19]([Cl:21])[C:18]([I:6])=[CH:17][N:16]=1.